Predict the product of the given reaction. From a dataset of Forward reaction prediction with 1.9M reactions from USPTO patents (1976-2016). (1) Given the reactants C(OC([NH:8][C@H:9]([CH2:27][C:28]1[CH:33]=[C:32]([F:34])[C:31]([F:35])=[CH:30][C:29]=1[F:36])[CH2:10][C:11]([N:13]1[CH2:18][CH2:17][N:16]2[C:19]([F:26])=[C:20]([C:22]([F:25])([F:24])[F:23])[N:21]=[C:15]2[CH2:14]1)=[O:12])=O)(C)(C)C.FC(F)(F)C(O)=O.[Cl:44]CCl, predict the reaction product. The product is: [ClH:44].[ClH:44].[NH2:8][C@H:9]([CH2:27][C:28]1[CH:33]=[C:32]([F:34])[C:31]([F:35])=[CH:30][C:29]=1[F:36])[CH2:10][C:11]([N:13]1[CH2:18][CH2:17][N:16]2[C:19]([F:26])=[C:20]([C:22]([F:24])([F:23])[F:25])[N:21]=[C:15]2[CH2:14]1)=[O:12]. (2) The product is: [CH3:33][N:18]([C:19]1[CH:20]=[N:21][C:22]([O:25][C:26]2[C:27]([CH3:32])=[N:28][CH:29]=[CH:30][CH:31]=2)=[CH:23][CH:24]=1)[C:17]([C:10]1[C:11]2[C:16](=[CH:15][CH:14]=[CH:13][CH:12]=2)[N:8]([CH3:6])[CH:9]=1)=[O:34]. Given the reactants C(O[C:6]([N:8]1[C:16]2[C:11](=[CH:12][CH:13]=[CH:14][CH:15]=2)[C:10]([C:17](=[O:34])[N:18]([CH3:33])[C:19]2[CH:20]=[N:21][C:22]([O:25][C:26]3[C:27]([CH3:32])=[N:28][CH:29]=[CH:30][CH:31]=3)=[CH:23][CH:24]=2)=[CH:9]1)=O)(C)(C)C.[H-].[Na+].CI, predict the reaction product. (3) Given the reactants FC(F)(F)C(OC(=O)C(F)(F)F)=O.[Cl:14][C:15]1[CH:20]=[CH:19][C:18]([S:21]([N:24]([CH2:32][CH2:33][C:34](O)=[O:35])[C:25]2[CH:30]=[CH:29][C:28]([Cl:31])=[CH:27][CH:26]=2)(=[O:23])=[O:22])=[CH:17][CH:16]=1, predict the reaction product. The product is: [Cl:31][C:28]1[CH:27]=[C:26]2[C:25](=[CH:30][CH:29]=1)[N:24]([S:21]([C:18]1[CH:17]=[CH:16][C:15]([Cl:14])=[CH:20][CH:19]=1)(=[O:22])=[O:23])[CH2:32][CH2:33][C:34]2=[O:35]. (4) Given the reactants Br[C:2]1[CH:7]=[C:6]([Cl:8])[CH:5]=[C:4]([F:9])[C:3]=1[N:10]1[CH:14]=[CH:13][CH:12]=[CH:11]1.C([Li])CCC.[CH3:20][O:21][C:22]1[C:29]([O:30][CH3:31])=[CH:28][CH:27]=[CH:26][C:23]=1[CH:24]=[O:25].[Cl-].[NH4+], predict the reaction product. The product is: [Cl:8][C:6]1[CH:5]=[C:4]([F:9])[C:3]([N:10]2[CH:14]=[CH:13][CH:12]=[CH:11]2)=[C:2]([CH:24]([C:23]2[CH:26]=[CH:27][CH:28]=[C:29]([O:30][CH3:31])[C:22]=2[O:21][CH3:20])[OH:25])[CH:7]=1. (5) Given the reactants C([O:3][C:4]([C:6]1([C:9]2[CH:14]=[CH:13][C:12]([C:15]3[CH:20]=[CH:19][C:18]([C:21]4[S:22][C:23]([F:38])=[CH:24][C:25]=4[NH:26][C:27]([O:29][CH:30]([C:32]4[C:36]([Cl:37])=[CH:35][S:34][CH:33]=4)[CH3:31])=[O:28])=[CH:17][C:16]=3[O:39][CH3:40])=[CH:11][CH:10]=2)[CH2:8][CH2:7]1)=[O:5])C.[OH-].[Na+].Cl, predict the reaction product. The product is: [Cl:37][C:36]1[C:32]([CH:30]([O:29][C:27]([NH:26][C:25]2[CH:24]=[C:23]([F:38])[S:22][C:21]=2[C:18]2[CH:19]=[CH:20][C:15]([C:12]3[CH:13]=[CH:14][C:9]([C:6]4([C:4]([OH:5])=[O:3])[CH2:8][CH2:7]4)=[CH:10][CH:11]=3)=[C:16]([O:39][CH3:40])[CH:17]=2)=[O:28])[CH3:31])=[CH:33][S:34][CH:35]=1. (6) Given the reactants [C:1]1([N:7]2[C:11]([C:12]3[CH:17]=[CH:16][CH:15]=[CH:14][CH:13]=3)=[C:10]([CH2:18]O)[CH:9]=[N:8]2)[CH:6]=[CH:5][CH:4]=[CH:3][CH:2]=1.CS(Cl)(=O)=O.C(OCC)(=O)[CH2:26][C:27]([O:29]CC)=[O:28].[Na].Cl, predict the reaction product. The product is: [C:1]1([N:7]2[C:11]([C:12]3[CH:13]=[CH:14][CH:15]=[CH:16][CH:17]=3)=[C:10]([CH2:18][CH2:26][C:27]([OH:29])=[O:28])[CH:9]=[N:8]2)[CH:2]=[CH:3][CH:4]=[CH:5][CH:6]=1. (7) The product is: [CH2:1]([S:8][C:9]1[CH:10]=[C:11]2[C:16](=[CH:17][CH:18]=1)[N:15]([C:19]1[C:24]([OH:25])=[CH:23][C:22]([C:27]3[CH:32]=[CH:31][CH:30]=[C:29]([F:33])[CH:28]=3)=[C:21]([F:34])[CH:20]=1)[C:14](=[O:35])[CH:13]=[CH:12]2)[C:2]1[CH:7]=[CH:6][CH:5]=[CH:4][CH:3]=1. Given the reactants [CH2:1]([S:8][C:9]1[CH:10]=[C:11]2[C:16](=[CH:17][CH:18]=1)[N:15]([C:19]1[C:24]([O:25]C)=[CH:23][C:22]([C:27]3[CH:32]=[CH:31][CH:30]=[C:29]([F:33])[CH:28]=3)=[C:21]([F:34])[CH:20]=1)[C:14](=[O:35])[CH:13]=[CH:12]2)[C:2]1[CH:7]=[CH:6][CH:5]=[CH:4][CH:3]=1.B(Br)(Br)Br, predict the reaction product.